The task is: Predict the reactants needed to synthesize the given product.. This data is from Retrosynthesis with 50K atom-mapped reactions and 10 reaction types from USPTO. Given the product CC(C)NS(=O)(=O)c1ccc2c(c1)C(=Cc1[nH]cc3c1CCOC3=O)C(=O)N2, predict the reactants needed to synthesize it. The reactants are: CC(C)NS(=O)(=O)c1ccc2c(c1)CC(=O)N2.O=Cc1[nH]cc2c1CCOC2=O.